This data is from Full USPTO retrosynthesis dataset with 1.9M reactions from patents (1976-2016). The task is: Predict the reactants needed to synthesize the given product. (1) Given the product [C:20]([O:19][C:17](=[O:18])[CH2:16][N:9]1[C:10]2[CH:15]=[CH:14][CH:13]=[CH:12][C:11]=2[N:7]([C:4]2[S:5][CH:6]=[C:2]([C:32]([O:34][CH3:25])=[O:33])[N:3]=2)[C:8]1=[O:24])([CH3:23])([CH3:22])[CH3:21], predict the reactants needed to synthesize it. The reactants are: Br[C:2]1[N:3]=[C:4]([N:7]2[C:11]3[CH:12]=[CH:13][CH:14]=[CH:15][C:10]=3[N:9]([CH2:16][C:17]([O:19][C:20]([CH3:23])([CH3:22])[CH3:21])=[O:18])[C:8]2=[O:24])[S:5][CH:6]=1.[CH2:25](N(CC)CC)C.[C:32](C1C=C2C(=CC=1)CC1(C(=O)NC(=O)N1)CC2)([OH:34])=[O:33]. (2) Given the product [OH:41][C:35]([C:37]([F:40])([F:39])[F:38])=[O:36].[F:1][C:2]1[CH:22]=[CH:21][C:20]([CH2:23][C:24]2[C:33]3[C:28](=[CH:29][CH:30]=[CH:31][CH:32]=3)[C:27](=[O:34])[NH:26][N:25]=2)=[CH:19][C:3]=1[C:4]([N:6]1[CH2:11][CH2:10][NH:9][CH2:8][CH2:7]1)=[O:5], predict the reactants needed to synthesize it. The reactants are: [F:1][C:2]1[CH:22]=[CH:21][C:20]([CH2:23][C:24]2[C:33]3[C:28](=[CH:29][CH:30]=[CH:31][CH:32]=3)[C:27](=[O:34])[NH:26][N:25]=2)=[CH:19][C:3]=1[C:4]([N:6]1[CH2:11][CH2:10][N:9](C(OC(C)(C)C)=O)[CH2:8][CH2:7]1)=[O:5].[C:35]([OH:41])([C:37]([F:40])([F:39])[F:38])=[O:36]. (3) Given the product [N+:1]([C:4]1[CH:5]=[N:6][CH:7]=[CH:8][C:9]=1[C:10]1[CH2:15][C@H:14]([C:16]([F:19])([F:17])[F:18])[CH2:13][C@H:12]([OH:20])[CH:11]=1)([O-:3])=[O:2], predict the reactants needed to synthesize it. The reactants are: [N+:1]([C:4]1[CH:5]=[N:6][CH:7]=[CH:8][C:9]=1[C:10]1[CH2:15][CH:14]([C:16]([F:19])([F:18])[F:17])[CH2:13][C:12](=[O:20])[CH:11]=1)([O-:3])=[O:2].O.O.O.O.O.O.O.[Cl-].[Ce+3].[Cl-].[Cl-].C(O)C.[BH4-].[Na+]. (4) Given the product [C:1]([O:5][C:6]([N:8]1[CH2:13][CH2:12][N:11]([C:14]2[C:15]3[CH:23]=[CH:22][C:21]([F:24])=[CH:20][C:16]=3[S:17][C:18]=2[F:46])[CH2:10][CH2:9]1)=[O:7])([CH3:4])([CH3:3])[CH3:2], predict the reactants needed to synthesize it. The reactants are: [C:1]([O:5][C:6]([N:8]1[CH2:13][CH2:12][N:11]([C:14]2[C:15]3[CH:23]=[CH:22][C:21]([F:24])=[CH:20][C:16]=3[S:17][C:18]=2Br)[CH2:10][CH2:9]1)=[O:7])([CH3:4])([CH3:3])[CH3:2].C([Li])CCC.CCCCCC.C1C=CC(S(N(S(C2C=CC=CC=2)(=O)=O)[F:46])(=O)=O)=CC=1.[Na+].[Cl-].